Dataset: Reaction yield outcomes from USPTO patents with 853,638 reactions. Task: Predict the reaction yield, written as a fraction of the theoretical maximum amount of product (1.0 means a 100% yield; for example, 0.34 means a 34% yield). (1) The reactants are [CH3:1][C:2]1[C:10]2C(=NC=C(C3C=CC=CC=3)C=2N2CCNCC2)N[CH:3]=1.[NH2:23][C:24]([CH3:59])([CH3:58])[CH2:25][C@H:26]([C:51]1[CH:56]=[CH:55][C:54]([Cl:57])=[CH:53][CH:52]=1)[C:27]([N:29]1[CH2:34][CH2:33][N:32]([C:35]2[C:40]([C:41]3[CH:46]=[CH:45][CH:44]=[C:43](F)[CH:42]=3)=[CH:39][N:38]=[C:37]3[NH:48][CH:49]=[CH:50][C:36]=23)[CH2:31][CH2:30]1)=[O:28].C1C=CC2N(O)N=NC=2C=1.O.CCN=C=NCCCN(C)C.[CH3:82]CN(C(C)C)C(C)C.[C:91]([O-:94])([O-])=[O:92].[Na+].[Na+]. The catalyst is C(Cl)Cl. The product is [Cl:57][C:54]1[CH:55]=[CH:56][C:51]([C@H:26]([C:27]([N:29]2[CH2:34][CH2:33][N:32]([C:35]3[C:40]([C:41]4[CH:46]=[CH:45][CH:44]=[CH:43][CH:42]=4)=[CH:39][N:38]=[C:37]4[NH:48][CH:49]=[C:50]([CH3:82])[C:36]=34)[CH2:31][CH2:30]2)=[O:28])[CH2:25][C:24]([NH:23][C:91](=[O:92])[O:94][C:2]([CH3:10])([CH3:3])[CH3:1])([CH3:59])[CH3:58])=[CH:52][CH:53]=1. The yield is 0.593. (2) The reactants are [C:1]1([N:7]2[C:11]3([CH2:16][CH2:15][NH:14][CH2:13][CH2:12]3)[C:10](=[O:17])[NH:9][CH2:8]2)[CH:6]=[CH:5][CH:4]=[CH:3][CH:2]=1.[CH3:18][O:19][C:20]1[CH:36]=[CH:35][CH:34]=[CH:33][C:21]=1[O:22][C:23]1[CH:24]=[C:25]([S:29](Cl)(=[O:31])=[O:30])[CH:26]=[CH:27][CH:28]=1.C(N(CC)CC)C. The catalyst is C(Cl)Cl. The product is [CH3:18][O:19][C:20]1[CH:36]=[CH:35][CH:34]=[CH:33][C:21]=1[O:22][C:23]1[CH:24]=[C:25]([S:29]([N:14]2[CH2:13][CH2:12][C:11]3([N:7]([C:1]4[CH:2]=[CH:3][CH:4]=[CH:5][CH:6]=4)[CH2:8][NH:9][C:10]3=[O:17])[CH2:16][CH2:15]2)(=[O:30])=[O:31])[CH:26]=[CH:27][CH:28]=1. The yield is 0.450.